This data is from NCI-60 drug combinations with 297,098 pairs across 59 cell lines. The task is: Regression. Given two drug SMILES strings and cell line genomic features, predict the synergy score measuring deviation from expected non-interaction effect. (1) Drug 1: C1CN1P(=S)(N2CC2)N3CC3. Cell line: RPMI-8226. Synergy scores: CSS=44.9, Synergy_ZIP=-6.94, Synergy_Bliss=-3.77, Synergy_Loewe=1.82, Synergy_HSA=2.63. Drug 2: C1CN(CCN1C(=O)CCBr)C(=O)CCBr. (2) Cell line: OVCAR-5. Drug 1: CC1=C(C(=CC=C1)Cl)NC(=O)C2=CN=C(S2)NC3=CC(=NC(=N3)C)N4CCN(CC4)CCO. Drug 2: CN(C(=O)NC(C=O)C(C(C(CO)O)O)O)N=O. Synergy scores: CSS=7.20, Synergy_ZIP=-2.98, Synergy_Bliss=-2.88, Synergy_Loewe=-10.3, Synergy_HSA=-0.939. (3) Drug 2: CS(=O)(=O)CCNCC1=CC=C(O1)C2=CC3=C(C=C2)N=CN=C3NC4=CC(=C(C=C4)OCC5=CC(=CC=C5)F)Cl. Cell line: HCT-15. Drug 1: CNC(=O)C1=CC=CC=C1SC2=CC3=C(C=C2)C(=NN3)C=CC4=CC=CC=N4. Synergy scores: CSS=-2.46, Synergy_ZIP=-0.139, Synergy_Bliss=-4.01, Synergy_Loewe=-7.15, Synergy_HSA=-6.98. (4) Drug 1: C1CC(=O)NC(=O)C1N2CC3=C(C2=O)C=CC=C3N. Drug 2: CC1C(C(=O)NC(C(=O)N2CCCC2C(=O)N(CC(=O)N(C(C(=O)O1)C(C)C)C)C)C(C)C)NC(=O)C3=C4C(=C(C=C3)C)OC5=C(C(=O)C(=C(C5=N4)C(=O)NC6C(OC(=O)C(N(C(=O)CN(C(=O)C7CCCN7C(=O)C(NC6=O)C(C)C)C)C)C(C)C)C)N)C. Cell line: COLO 205. Synergy scores: CSS=-0.220, Synergy_ZIP=4.81, Synergy_Bliss=5.74, Synergy_Loewe=6.23, Synergy_HSA=5.39. (5) Drug 1: COC1=NC(=NC2=C1N=CN2C3C(C(C(O3)CO)O)O)N. Drug 2: C1CN1C2=NC(=NC(=N2)N3CC3)N4CC4. Cell line: NCI/ADR-RES. Synergy scores: CSS=38.1, Synergy_ZIP=5.85, Synergy_Bliss=5.37, Synergy_Loewe=-16.2, Synergy_HSA=3.59.